From a dataset of Full USPTO retrosynthesis dataset with 1.9M reactions from patents (1976-2016). Predict the reactants needed to synthesize the given product. (1) The reactants are: [NH2:1][C:2]1[CH:3]=[C:4](O)[CH:5]=[C:6]([O:8][CH3:9])[CH:7]=1.[CH:11]([OH:14])([CH3:13])[CH3:12].C1(P(C2C=CC=CC=2)C2C=CC=CC=2)C=CC=CC=1.N(C(OCC)=O)=NC(OCC)=O. Given the product [CH:11]([O:14][C:4]1[CH:3]=[C:2]([CH:7]=[C:6]([O:8][CH3:9])[CH:5]=1)[NH2:1])([CH3:13])[CH3:12], predict the reactants needed to synthesize it. (2) Given the product [Br:22][C:23]1[CH:28]=[CH:27][CH:26]=[CH:25][C:24]=1[S:29]([N:9]1[CH2:10][CH2:11][CH:6]([C:4]2[N:3]=[CH:2][N:1]([S:29]([C:20]3[CH:19]=[CH:21][CH:25]=[CH:24][C:23]=3[Br:22])(=[O:31])=[O:30])[CH:5]=2)[CH2:7][CH2:8]1)(=[O:31])=[O:30], predict the reactants needed to synthesize it. The reactants are: [NH:1]1[CH:5]=[C:4]([CH:6]2[CH2:11][CH2:10][NH:9][CH2:8][CH2:7]2)[N:3]=[CH:2]1.Cl.CCN([CH:19]([CH3:21])[CH3:20])C(C)C.[Br:22][C:23]1[CH:28]=[CH:27][CH:26]=[CH:25][C:24]=1[S:29](Cl)(=[O:31])=[O:30]. (3) Given the product [F:15][C:9]1[C:8]([C:5]2[CH:4]=[C:3]([C:16]([O:18][CH3:19])=[O:17])[C:2]([C:25]3[CH:30]=[CH:29][CH:28]=[CH:27][N:26]=3)=[N:7][CH:6]=2)=[CH:13][C:12]([CH3:14])=[CH:11][N:10]=1, predict the reactants needed to synthesize it. The reactants are: Cl[C:2]1[N:7]=[CH:6][C:5]([C:8]2[C:9]([F:15])=[N:10][CH:11]=[C:12]([CH3:14])[CH:13]=2)=[CH:4][C:3]=1[C:16]([O:18][CH3:19])=[O:17].C([Sn](CCCC)(CCCC)[C:25]1[CH:30]=[CH:29][CH:28]=[CH:27][N:26]=1)CCC.[F-].[Cs+]. (4) Given the product [CH2:8]([N:12]1[CH:17]=[CH:16][CH:15]=[C:14]([OH:18])[C:13]1=[S:20])[CH2:9][CH2:10][CH3:11], predict the reactants needed to synthesize it. The reactants are: Cl.N1C=CC=CC=1.[CH2:8]([N:12]1[CH:17]=[CH:16][CH:15]=[C:14]([O:18]C)[C:13]1=[S:20])[CH2:9][CH2:10][CH3:11].O.